This data is from Full USPTO retrosynthesis dataset with 1.9M reactions from patents (1976-2016). The task is: Predict the reactants needed to synthesize the given product. Given the product [F:14][C:12]1[CH:11]=[C:4]([CH:3]=[C:2]([B:18]2[O:19][C:20]([CH3:22])([CH3:21])[C:16]([CH3:32])([CH3:15])[O:17]2)[CH:13]=1)[CH2:5][NH:6][S:7]([CH3:10])(=[O:9])=[O:8], predict the reactants needed to synthesize it. The reactants are: Br[C:2]1[CH:3]=[C:4]([CH:11]=[C:12]([F:14])[CH:13]=1)[CH2:5][NH:6][S:7]([CH3:10])(=[O:9])=[O:8].[CH3:15][C:16]1([CH3:32])[C:20]([CH3:22])([CH3:21])[O:19][B:18]([B:18]2[O:19][C:20]([CH3:22])([CH3:21])[C:16]([CH3:32])([CH3:15])[O:17]2)[O:17]1.CC([O-])=O.[K+].